From a dataset of Full USPTO retrosynthesis dataset with 1.9M reactions from patents (1976-2016). Predict the reactants needed to synthesize the given product. (1) Given the product [F:24][C:22]1[C:21]([F:25])=[CH:20][C:16]([C:17]([OH:19])=[O:18])=[C:15]([NH:7][C:5]2[N:4]([C:8]3[CH:13]=[CH:12][CH:11]=[CH:10][N:9]=3)[N:3]=[C:2]([CH3:1])[CH:6]=2)[CH:23]=1, predict the reactants needed to synthesize it. The reactants are: [CH3:1][C:2]1[CH:6]=[C:5]([NH2:7])[N:4]([C:8]2[CH:13]=[CH:12][CH:11]=[CH:10][N:9]=2)[N:3]=1.Cl[C:15]1[CH:23]=[C:22]([F:24])[C:21]([F:25])=[CH:20][C:16]=1[C:17]([OH:19])=[O:18].C(=O)([O-])[O-].[K+].[K+].O. (2) The reactants are: [F:1][C:2]1[CH:3]=[C:4]([C:8]2[CH:16]=[CH:15][C:11]([C:12]([OH:14])=O)=[CH:10][N:9]=2)[CH:5]=[CH:6][CH:7]=1.[N:17]1[C:22]2[CH2:23][CH2:24][O:25][CH2:26][C:21]=2[CH:20]=[N:19][C:18]=1[N:27]1[CH2:32][CH2:31][CH:30]([NH2:33])[CH2:29][CH2:28]1.CCN=C=NCCCN(C)C.[CH:45]1[CH:46]=[CH:47][C:48]2[N:53](O)N=N[C:49]=2[CH:50]=1.CN1CCOCC1. Given the product [N:17]1[C:22]2[CH2:23][CH2:24][O:25][CH2:26][C:21]=2[CH:20]=[N:19][C:18]=1[N:27]1[CH2:32][CH2:31][CH:30]([NH:33][C:12](=[O:14])[C:11]2[CH:15]=[CH:16][C:8]([C:4]3[CH:5]=[CH:6][CH:7]=[C:2]([F:1])[CH:3]=3)=[N:9][CH:10]=2)[CH2:29][CH2:28]1.[CH3:47][CH:48]1[CH:49]=[CH:50][CH:45]([CH3:46])[N:53]1[C:26]([C:21]1[CH:22]=[CH:23][C:18]([N:27]2[CH2:28][CH2:29][CH:30]([NH:33][C:12](=[O:14])[C:11]3[CH:15]=[CH:16][C:8]([C:4]4[CH:5]=[CH:6][CH:7]=[C:2]([F:1])[CH:3]=4)=[N:9][CH:10]=3)[CH2:31][CH2:32]2)=[N:19][CH:20]=1)=[O:25], predict the reactants needed to synthesize it. (3) Given the product [NH2:1][C:2]1[C:7]2=[C:8]([C:21]#[CH:22])[CH:9]=[C:10]([C@@H:11]3[O:17][C@H:16]([CH2:18][OH:19])[C@@H:14]([OH:15])[C@@:12]3([CH3:20])[OH:13])[N:6]2[N:5]=[CH:4][N:3]=1, predict the reactants needed to synthesize it. The reactants are: [NH2:1][C:2]1[C:7]2=[C:8]([C:21]#[C:22][Si](C)(C)C)[CH:9]=[C:10]([C@@H:11]3[O:17][C@H:16]([CH2:18][OH:19])[C@@H:14]([OH:15])[C@@:12]3([CH3:20])[OH:13])[N:6]2[N:5]=[CH:4][N:3]=1.C(=O)([O-])[O-]. (4) Given the product [Br:3][C:4]1[CH:9]=[CH:8][C:7]([NH:10][C:21]2[C:13]([NH:12][S:23]([C:26]3[CH:31]=[CH:30][C:29]([F:32])=[CH:28][CH:27]=3)(=[O:24])=[O:25])=[C:14]3[N:18]([CH2:17][CH2:16][CH2:15]3)[C:19](=[O:22])[CH:20]=2)=[C:6]([F:34])[CH:5]=1, predict the reactants needed to synthesize it. The reactants are: [OH-].[Na+].[Br:3][C:4]1[CH:9]=[CH:8][C:7]([N:10]2[C:21]3[C:13](=[C:14]4[N:18]([C:19](=[O:22])[CH:20]=3)[CH2:17][CH2:16][CH2:15]4)[N:12]([S:23]([C:26]3[CH:31]=[CH:30][C:29]([F:32])=[CH:28][CH:27]=3)(=[O:25])=[O:24])C2=O)=[C:6]([F:34])[CH:5]=1.Cl. (5) Given the product [NH2:25][CH:4]([CH:1]1[CH2:2][CH2:3]1)[C:5]([NH:6][CH2:7][C:8]1[CH:9]=[C:10]([C:14]2[CH:19]=[CH:18][C:17]([C:20]([F:21])([F:22])[F:23])=[CH:16][CH:15]=2)[CH:11]=[CH:12][CH:13]=1)=[O:24], predict the reactants needed to synthesize it. The reactants are: [CH:1]1([CH:4]([NH:25]C(=O)OC(C)(C)C)[C:5](=[O:24])[NH:6][CH2:7][C:8]2[CH:9]=[C:10]([C:14]3[CH:19]=[CH:18][C:17]([C:20]([F:23])([F:22])[F:21])=[CH:16][CH:15]=3)[CH:11]=[CH:12][CH:13]=2)[CH2:3][CH2:2]1.O1CCOCC1.